Dataset: Forward reaction prediction with 1.9M reactions from USPTO patents (1976-2016). Task: Predict the product of the given reaction. (1) The product is: [F:59][C:52]1[CH:53]=[C:54]([O:58][CH2:30][C:31]2[CH:35]=[C:34]([CH3:36])[O:33][N:32]=2)[C:55]([F:57])=[CH:56][C:51]=1[CH2:50][C@H:46]1[O:47][CH2:48][CH2:49][NH:44][CH2:45]1. Given the reactants C(N1CCO[C@H](CC2C=CC=C(C=CC3C=NC=CC=3)C=2)C1)(OC(C)(C)C)=O.Br[CH2:30][C:31]1[CH:35]=[C:34]([CH3:36])[O:33][N:32]=1.C(OC([N:44]1[CH2:49][CH2:48][O:47][C@H:46]([CH2:50][C:51]2[CH:56]=[C:55]([F:57])[C:54]([OH:58])=[CH:53][C:52]=2[F:59])[CH2:45]1)=O)(C)(C)C, predict the reaction product. (2) Given the reactants [CH3:1][O:2][C:3]([N:5]1[CH2:10][CH2:9][CH:8]([C:11](O)=[O:12])[CH2:7][CH:6]1[C:14]1[CH:19]=[CH:18][C:17]([C:20]([F:23])([F:22])[F:21])=[CH:16][C:15]=1[CH3:24])=[O:4].N1(C(N2C=CN=C2)=O)C=CN=C1.[CH2:37]([O:39][C:40](=[O:45])[CH2:41]C([O-])=O)[CH3:38].[K+].[Cl-].[Mg+2].[Cl-], predict the reaction product. The product is: [CH2:37]([O:39][C:40](=[O:45])[CH2:41][C:11]([C@H:8]1[CH2:9][CH2:10][N:5]([C:3]([O:2][CH3:1])=[O:4])[C@@H:6]([C:14]2[CH:19]=[CH:18][C:17]([C:20]([F:22])([F:23])[F:21])=[CH:16][C:15]=2[CH3:24])[CH2:7]1)=[O:12])[CH3:38]. (3) Given the reactants [CH2:1]([N:3]1[CH:7]=[C:6]([C:8]2[CH:13]=[CH:12][N:11]=[C:10]3[NH:14][CH:15]=[CH:16][C:9]=23)[C:5](C2C=CC(CN)=CC=2)=[N:4]1)[CH3:2].C([N:27]([CH2:30]C)[CH2:28][CH3:29])C.[C:32]1([N:38]=[C:39]=O)[CH:37]=[CH:36][CH:35]=[CH:34][CH:33]=1.[OH2:41].O1[CH2:46][CH2:45][CH2:44][CH2:43]1, predict the reaction product. The product is: [CH2:1]([N:3]1[CH:7]=[C:6]([C:8]2[CH:13]=[CH:12][N:11]=[C:10]3[NH:14][CH:15]=[CH:16][C:9]=23)[C:5]([C:35]2[CH:36]=[CH:37][C:32]([N:38]([CH3:39])[C:30]([NH:27][C:28]3[CH:29]=[CH:46][CH:45]=[CH:44][CH:43]=3)=[O:41])=[CH:33][CH:34]=2)=[N:4]1)[CH3:2]. (4) Given the reactants [BrH:1].N[C:3]1[C:7]2=[N:8][CH:9]=[CH:10][C:11]([O:12][CH3:13])=[C:6]2[S:5][C:4]=1[C:14]([O:16][CH3:17])=[O:15].N([O-])=O.[Na+].C([O-])(O)=O.[Na+], predict the reaction product. The product is: [Br:1][C:3]1[C:7]2=[N:8][CH:9]=[CH:10][C:11]([O:12][CH3:13])=[C:6]2[S:5][C:4]=1[C:14]([O:16][CH3:17])=[O:15]. (5) Given the reactants [S:1]1[CH:5]=[CH:4][C:3]2[CH:6]=[C:7]([CH2:10][S:11]([CH2:14][C@@H:15]([N:24]([OH:27])[CH:25]=[O:26])[C:16]3[CH:21]=[CH:20][C:19]([O:22][CH3:23])=[CH:18][CH:17]=3)(=[O:13])=[O:12])[CH:8]=[CH:9][C:2]1=2.C(OC(=O)C)(=O)C.S1C=CC2C=C(CS(C[C@@H](NO)C3C=CC(OC)=CC=3)(=O)=O)C=CC1=2, predict the reaction product. The product is: [S:1]1[CH:5]=[CH:4][C:3]2[CH:6]=[C:7]([CH2:10][S:11]([CH2:14][C@@H:15]([N:24]([OH:27])[CH:25]=[O:26])[C:16]3[CH:21]=[CH:20][C:19]([O:22][CH3:23])=[CH:18][CH:17]=3)(=[O:13])=[O:12])[CH:8]=[CH:9][C:2]1=2. (6) Given the reactants [Cl:1][C:2]1[CH:3]=[C:4]([CH:9]=[C:10]([Cl:13])[C:11]=1[Cl:12])[CH2:5][N:6]=[N+:7]=[N-:8].[C:14]([Sn:16]([CH2:25][CH2:26][CH2:27][CH3:28])([CH2:21][CH2:22][CH2:23][CH3:24])[CH2:17][CH2:18][CH2:19][CH3:20])#[CH:15], predict the reaction product. The product is: [CH2:25]([Sn:16]([CH2:21][CH2:22][CH2:23][CH3:24])([CH2:17][CH2:18][CH2:19][CH3:20])[C:14]1[N:8]=[N:7][N:6]([CH2:5][C:4]2[CH:3]=[C:2]([Cl:1])[C:11]([Cl:12])=[C:10]([Cl:13])[CH:9]=2)[CH:15]=1)[CH2:26][CH2:27][CH3:28]. (7) Given the reactants Br[CH2:2][C:3]1[CH:8]=[C:7]([Cl:9])[CH:6]=[CH:5][C:4]=1[S:10]([CH2:13][CH3:14])(=[O:12])=[O:11].[Cl:15][C:16]1[CH:25]=[C:24]([C:26]([F:29])([F:28])[F:27])[CH:23]=[C:22]2[C:17]=1[CH:18]=[CH:19][NH:20][C:21]2=[O:30], predict the reaction product. The product is: [Cl:15][C:16]1[CH:25]=[C:24]([C:26]([F:28])([F:29])[F:27])[CH:23]=[C:22]2[C:17]=1[CH:18]=[CH:19][N:20]([CH2:2][C:3]1[CH:8]=[C:7]([Cl:9])[CH:6]=[CH:5][C:4]=1[S:10]([CH2:13][CH3:14])(=[O:12])=[O:11])[C:21]2=[O:30].